From a dataset of Forward reaction prediction with 1.9M reactions from USPTO patents (1976-2016). Predict the product of the given reaction. Given the reactants [CH3:1][N:2]([CH3:5])C=O.C(=O)([O-])[O-].[K+].[K+].[CH3:12][O:13][N:14]=[C:15]([C:32]1[NH:36][N:35]=[N:34][N:33]=1)[C:16]1[CH:21]=[CH:20][CH:19]=[CH:18][C:17]=1[CH2:22][O:23][C:24]1[CH:29]=[C:28]([CH3:30])[CH:27]=[CH:26][C:25]=1[CH3:31].S(OC)(OC)(=O)=O, predict the reaction product. The product is: [CH3:12][O:13][N:14]=[C:15]([C:32]1[N:36]([CH3:1])[N:35]=[N:34][N:33]=1)[C:16]1[CH:21]=[CH:20][CH:19]=[CH:18][C:17]=1[CH2:22][O:23][C:24]1[CH:29]=[C:28]([CH3:30])[CH:27]=[CH:26][C:25]=1[CH3:31].[CH3:12][O:13][N:14]=[C:15]([C:32]1[N:33]=[N:34][N:2]([CH3:5])[N:36]=1)[C:16]1[CH:21]=[CH:20][CH:19]=[CH:18][C:17]=1[CH2:22][O:23][C:24]1[CH:29]=[C:28]([CH3:30])[CH:27]=[CH:26][C:25]=1[CH3:31].